From a dataset of Peptide-MHC class I binding affinity with 185,985 pairs from IEDB/IMGT. Regression. Given a peptide amino acid sequence and an MHC pseudo amino acid sequence, predict their binding affinity value. This is MHC class I binding data. (1) The binding affinity (normalized) is 0.282. The MHC is HLA-A03:01 with pseudo-sequence HLA-A03:01. The peptide sequence is IICEDAMYY. (2) The binding affinity (normalized) is 0. The peptide sequence is DEQSIAEA. The MHC is HLA-B44:02 with pseudo-sequence HLA-B44:02. (3) The peptide sequence is TGGFFRPW. The MHC is Mamu-B3901 with pseudo-sequence Mamu-B3901. The binding affinity (normalized) is 0.234. (4) The peptide sequence is ITRLEVIGL. The MHC is HLA-A68:02 with pseudo-sequence HLA-A68:02. The binding affinity (normalized) is 0.223.